Dataset: Catalyst prediction with 721,799 reactions and 888 catalyst types from USPTO. Task: Predict which catalyst facilitates the given reaction. (1) Reactant: [F:1][C:2]1[CH:3]=[C:4]([CH:6]=[CH:7][C:8]=1[N:9]1[CH2:14][CH2:13][N:12]([CH:15]2[CH2:20][CH2:19][O:18][CH2:17][CH2:16]2)[CH2:11][CH2:10]1)[NH2:5].N1C=CC(N2CCNCC2)=CC=1.C(=O)([O-])[O-].[K+].[K+].[Cl:39][C:40]1[N:45]=[C:44](Cl)[N:43]=[CH:42][N:41]=1. Product: [Cl:39][C:40]1[N:45]=[CH:44][N:43]=[C:42]([NH:5][C:4]2[CH:6]=[CH:7][C:8]([N:9]3[CH2:14][CH2:13][N:12]([CH:15]4[CH2:20][CH2:19][O:18][CH2:17][CH2:16]4)[CH2:11][CH2:10]3)=[C:2]([F:1])[CH:3]=2)[N:41]=1. The catalyst class is: 9. (2) Reactant: [CH3:1][NH:2][C:3]1[CH:8]=[CH:7][C:6]([C:9]2[N:10]=[C:11]3[CH:16]=[CH:15][C:14]([O:17][CH2:18]OCC[Si](C)(C)C)=[CH:13][N:12]3[CH:26]=2)=[CH:5][N:4]=1.[H-].[Na+].OS(O)(=O)=O. Product: [CH3:18][O:17][C:14]1[CH:15]=[CH:16][C:11]2[N:12]([CH:26]=[C:9]([C:6]3[CH:7]=[CH:8][C:3]([NH:2][CH3:1])=[N:4][CH:5]=3)[N:10]=2)[CH:13]=1. The catalyst class is: 121. (3) Reactant: [Cl:1][C:2]1[N:3]([NH2:13])[CH:4]=[C:5]([C:7]2[CH:8]=[N:9][CH:10]=[CH:11][CH:12]=2)[N:6]=1.C(N(CC)CC)C.[C:21](Cl)(=[O:23])[CH3:22]. Product: [Cl:1][C:2]1[N:3]([NH:13][C:21](=[O:23])[CH3:22])[CH:4]=[C:5]([C:7]2[CH:8]=[N:9][CH:10]=[CH:11][CH:12]=2)[N:6]=1. The catalyst class is: 4.